This data is from Full USPTO retrosynthesis dataset with 1.9M reactions from patents (1976-2016). The task is: Predict the reactants needed to synthesize the given product. (1) Given the product [CH:13]1([N:10]2[CH2:11][CH2:12][CH:7]([C:5]3[N:4]([CH:17]([CH3:19])[CH3:18])[N:3]=[C:2]([I:1])[CH:6]=3)[CH2:8][CH2:9]2)[CH2:16][CH2:20][CH2:14]1, predict the reactants needed to synthesize it. The reactants are: [I:1][C:2]1[CH:6]=[C:5]([CH:7]2[CH2:12][CH2:11][N:10]([CH:13]3[CH2:16]O[CH2:14]3)[CH2:9][CH2:8]2)[N:4]([CH:17]([CH3:19])[CH3:18])[N:3]=1.[C:20]1(=O)CCC1. (2) Given the product [C:1]([O-:11])(=[O:10])[CH:2]=[CH:3][C:4]1[CH:5]=[CH:6][CH:7]=[CH:8][CH:9]=1.[Na+:13], predict the reactants needed to synthesize it. The reactants are: [C:1]([OH:11])(=[O:10])[CH:2]=[CH:3][C:4]1[CH:9]=[CH:8][CH:7]=[CH:6][CH:5]=1.[OH-].[Na+:13]. (3) The reactants are: [F:1][C:2]1[CH:3]=[CH:4][C:5]([CH3:11])=[C:6]([N:8]=[C:9]=S)[CH:7]=1.[NH2:12][C:13]1[CH:18]=[CH:17][C:16]([CH2:19][C:20]([O:22][CH3:23])=[O:21])=[CH:15][C:14]=1[OH:24]. Given the product [F:1][C:2]1[CH:3]=[CH:4][C:5]([CH3:11])=[C:6]([NH:8][C:9]2[O:24][C:14]3[CH:15]=[C:16]([CH2:19][C:20]([O:22][CH3:23])=[O:21])[CH:17]=[CH:18][C:13]=3[N:12]=2)[CH:7]=1, predict the reactants needed to synthesize it. (4) Given the product [NH2:1][C:4]1[CH:5]=[CH:6][C:7]2[CH2:12][O:11][C:10](=[O:13])[NH:9][C:8]=2[CH:14]=1, predict the reactants needed to synthesize it. The reactants are: [N+:1]([C:4]1[CH:5]=[CH:6][C:7]2[CH2:12][O:11][C:10](=[O:13])[NH:9][C:8]=2[CH:14]=1)([O-])=O.OCC1C=CC([N+]([O-])=O)=CC=1NC(=O)OC.C1CCN2C(=NCCC2)CC1. (5) Given the product [CH2:1]([N:3]([CH:16]1[CH2:21][CH2:20][CH:19]=[C:18]([C:22]2[N:26]([CH2:27][CH:28]([CH3:29])[CH3:30])[CH:25]=[N:24][CH:23]=2)[CH2:17]1)[C:4]1[CH:11]=[CH:10][C:7]([C:8]#[N:9])=[C:6]([C:12]([F:14])([F:15])[F:13])[CH:5]=1)[CH3:2], predict the reactants needed to synthesize it. The reactants are: [CH2:1]([N:3]([CH:16]1[CH2:21][CH2:20][CH2:19][C:18](O)([C:22]2[N:26]([CH2:27][CH:28]([CH3:30])[CH3:29])[CH:25]=[N:24][CH:23]=2)[CH2:17]1)[C:4]1[CH:11]=[CH:10][C:7]([C:8]#[N:9])=[C:6]([C:12]([F:15])([F:14])[F:13])[CH:5]=1)[CH3:2].S(=O)(=O)(O)O. (6) The reactants are: Cl[C:2]1[CH:11]=[CH:10][C:9]2[C:4](=[C:5]([NH:12][C:13]([C:15]3[N:16]=[CH:17][S:18][CH:19]=3)=[O:14])[CH:6]=[CH:7][CH:8]=2)[N:3]=1.[F:20][C:21]1[CH:22]=[C:23](B(O)O)[CH:24]=[CH:25][CH:26]=1.C(Cl)Cl. Given the product [F:20][C:21]1[CH:26]=[C:25]([C:2]2[CH:11]=[CH:10][C:9]3[C:4](=[C:5]([NH:12][C:13]([C:15]4[N:16]=[CH:17][S:18][CH:19]=4)=[O:14])[CH:6]=[CH:7][CH:8]=3)[N:3]=2)[CH:24]=[CH:23][CH:22]=1, predict the reactants needed to synthesize it. (7) The reactants are: C(OC([N:8]1[CH2:13][CH:12]=[C:11]([C:14]2[CH:19]=[CH:18][C:17]([NH:20][C:21](=[O:27])[CH:22]([CH2:25][CH3:26])[CH2:23][CH3:24])=[CH:16][C:15]=2[F:28])[CH2:10][CH2:9]1)=O)(C)(C)C.Cl.Cl[CH:31]([C:39]1[CH:44]=[CH:43][CH:42]=[CH:41][CH:40]=1)[C:32]([N:34]([CH2:37][CH3:38])[CH2:35][CH3:36])=[O:33].C([O-])([O-])=O.[K+].[K+]. Given the product [CH2:35]([N:34]([CH2:37][CH3:38])[C:32]([CH:31]([C:39]1[CH:44]=[CH:43][CH:42]=[CH:41][CH:40]=1)[N:8]1[CH2:9][CH:10]=[C:11]([C:14]2[CH:19]=[CH:18][C:17]([NH:20][C:21](=[O:27])[CH:22]([CH2:23][CH3:24])[CH2:25][CH3:26])=[CH:16][C:15]=2[F:28])[CH2:12][CH2:13]1)=[O:33])[CH3:36], predict the reactants needed to synthesize it. (8) Given the product [NH2:26][C:27]([C:29]1[CH:34]=[CH:33][C:32]([C:7]2[CH:16]=[C:15]3[C:10]([CH2:11][CH2:12][N:13]([C:17]([O:19][C:20]([CH3:23])([CH3:22])[CH3:21])=[O:18])[CH2:14]3)=[CH:9][CH:8]=2)=[CH:31][CH:30]=1)=[O:28], predict the reactants needed to synthesize it. The reactants are: FC(F)(F)S(O[C:7]1[CH:16]=[C:15]2[C:10]([CH2:11][CH2:12][N:13]([C:17]([O:19][C:20]([CH3:23])([CH3:22])[CH3:21])=[O:18])[CH2:14]2)=[CH:9][CH:8]=1)(=O)=O.[NH2:26][C:27]([C:29]1[CH:34]=[CH:33][C:32](B(O)O)=[CH:31][CH:30]=1)=[O:28].